From a dataset of Forward reaction prediction with 1.9M reactions from USPTO patents (1976-2016). Predict the product of the given reaction. Given the reactants Cl.[NH2:2][C:3]1[CH:8]=[C:7]([OH:9])[CH:6]=[CH:5][C:4]=1[OH:10].C(O[C:14]([S-])=[S:15])C.[K+], predict the reaction product. The product is: [SH:15][C:14]1[O:10][C:4]2[CH:5]=[CH:6][C:7]([OH:9])=[CH:8][C:3]=2[N:2]=1.